Dataset: Reaction yield outcomes from USPTO patents with 853,638 reactions. Task: Predict the reaction yield, written as a fraction of the theoretical maximum amount of product (1.0 means a 100% yield; for example, 0.34 means a 34% yield). (1) The yield is 0.240. The reactants are [NH:1]1[C:9]2[C:4](=[CH:5][CH:6]=[CH:7][CH:8]=2)[CH2:3][C:2]1=[O:10].[Li+].C[Si]([N-][Si](C)(C)C)(C)C.[CH3:21][N:22]([CH2:24][CH:25]1[C:33]2[C:28](=[CH:29][CH:30]=[CH:31][CH:32]=2)[C:27](=O)[O:26]1)[CH3:23].[Li+].C[Si]([N-][Si](C)(C)C)(C)C.C1COCC1. The catalyst is C(COC)OC.C1COCC1. The product is [CH3:23][N:22]([CH2:24][CH:25]1[C:33]2[C:28](=[CH:29][CH:30]=[CH:31][CH:32]=2)[C:27](=[C:3]2[C:4]3[C:9](=[CH:8][CH:7]=[CH:6][CH:5]=3)[NH:1][C:2]2=[O:10])[O:26]1)[CH3:21]. (2) The reactants are [NH2:1][C:2]1[S:3][C:4]([CH3:10])=[C:5]([CH3:9])[C:6]=1[C:7]#[N:8].C(O)(=O)C.[NH3:15].CCO[C:19](OCC)(OCC)[C:20]1[CH:25]=[CH:24][CH:23]=[CH:22][CH:21]=1. The catalyst is CCOC(C)=O. The product is [CH3:9][C:5]1[C:6]2[C:7]([NH2:15])=[N:8][C:19]([C:20]3[CH:25]=[CH:24][CH:23]=[CH:22][CH:21]=3)=[N:1][C:2]=2[S:3][C:4]=1[CH3:10]. The yield is 0.310. (3) The reactants are Cl[C:2]1[N:7]=[N:6][C:5]([C:8]([NH2:10])=[O:9])=[CH:4][CH:3]=1.[CH3:11][N:12]1[CH2:17][CH2:16][NH:15][CH2:14][CH2:13]1. The catalyst is CC(O)C. The product is [CH3:11][N:12]1[CH2:17][CH2:16][N:15]([C:2]2[N:7]=[N:6][C:5]([C:8]([NH2:10])=[O:9])=[CH:4][CH:3]=2)[CH2:14][CH2:13]1. The yield is 0.750. (4) The product is [N:1]1[CH:6]=[CH:5][C:4]([CH:7]([NH2:10])[CH2:8][CH3:9])=[CH:3][N:2]=1. The catalyst is CO. The reactants are [N:1]1[CH:6]=[CH:5][C:4]([CH:7]([N:10]2C(=O)C3C(=CC=CC=3)C2=O)[CH2:8][CH3:9])=[CH:3][N:2]=1.O.NN. The yield is 1.00.